The task is: Predict the product of the given reaction.. This data is from Forward reaction prediction with 1.9M reactions from USPTO patents (1976-2016). (1) Given the reactants [Br:1][C:2]([CH3:29])([CH3:28])[C:3]([NH:5][C:6]1[S:7][C:8]2[C:14]3[CH:15]=[N:16][N:17](C(=O)C(Br)(C)C)[C:13]=3[CH:12]=[C:11]([C:24]([F:27])([F:26])[F:25])[C:9]=2[N:10]=1)=[O:4].O1CCCC1.C(O)CO.C(N(CC)CC)C, predict the reaction product. The product is: [Br:1][C:2]([CH3:29])([CH3:28])[C:3]([NH:5][C:6]1[S:7][C:8]2[C:14]3[CH:15]=[N:16][NH:17][C:13]=3[CH:12]=[C:11]([C:24]([F:25])([F:26])[F:27])[C:9]=2[N:10]=1)=[O:4]. (2) The product is: [C:1]([C@@H:3]([NH:6][C:7]([C@@H:9]1[CH2:14][CH2:13][CH2:12][CH2:11][C@@H:10]1[NH:15][C:16]([C:18]1[N:19]([CH3:27])[C:20]2[C:25]([CH:26]=1)=[CH:24][CH:23]=[CH:22][CH:21]=2)=[O:17])=[O:8])[CH2:4][O:5][CH3:33])#[N:2]. Given the reactants [C:1]([C@@H:3]([NH:6][C:7]([C@@H:9]1[CH2:14][CH2:13][CH2:12][CH2:11][C@@H:10]1[NH:15][C:16]([C:18]1[N:19]([CH3:27])[C:20]2[C:25]([CH:26]=1)=[CH:24][CH:23]=[CH:22][CH:21]=2)=[O:17])=[O:8])[CH2:4][OH:5])#[N:2].F[B-](F)(F)F.[CH3:33][O+](C)C.CN(C1C2C(N(C)C)=CC=CC=2C=CC=1)C, predict the reaction product. (3) Given the reactants [C:1]([CH2:4][C@H:5]([OH:46])[CH2:6][C@H:7]([OH:45])[CH2:8][CH2:9][C:10]1[N:14]([CH:15]([CH3:17])[CH3:16])[C:13]([C:18]([NH:20][CH2:21][C:22]2[CH:30]=[CH:29][C:25]([C:26]([OH:28])=[O:27])=[CH:24][CH:23]=2)=[O:19])=[C:12]([C:31]2[CH:36]=[CH:35][C:34]([F:37])=[CH:33][CH:32]=2)[C:11]=1[C:38]1[CH:43]=[CH:42][C:41]([F:44])=[CH:40][CH:39]=1)([OH:3])=[O:2].C(O)C.[OH-].[Na+:51], predict the reaction product. The product is: [Na+:51].[Na+:51].[C:1]([CH2:4][C@H:5]([OH:46])[CH2:6][C@H:7]([OH:45])[CH2:8][CH2:9][C:10]1[N:14]([CH:15]([CH3:16])[CH3:17])[C:13]([C:18]([NH:20][CH2:21][C:22]2[CH:30]=[CH:29][C:25]([C:26]([O-:28])=[O:27])=[CH:24][CH:23]=2)=[O:19])=[C:12]([C:31]2[CH:32]=[CH:33][C:34]([F:37])=[CH:35][CH:36]=2)[C:11]=1[C:38]1[CH:39]=[CH:40][C:41]([F:44])=[CH:42][CH:43]=1)([OH:3])=[O:2].[C:1]([CH2:4][C@H:5]([OH:46])[CH2:6][C@H:7]([OH:45])[CH2:8][CH2:9][C:10]1[N:14]([CH:15]([CH3:16])[CH3:17])[C:13]([C:18]([NH:20][CH2:21][C:22]2[CH:30]=[CH:29][C:25]([C:26]([O-:28])=[O:27])=[CH:24][CH:23]=2)=[O:19])=[C:12]([C:31]2[CH:32]=[CH:33][C:34]([F:37])=[CH:35][CH:36]=2)[C:11]=1[C:38]1[CH:39]=[CH:40][C:41]([F:44])=[CH:42][CH:43]=1)([OH:3])=[O:2].